Dataset: Reaction yield outcomes from USPTO patents with 853,638 reactions. Task: Predict the reaction yield, written as a fraction of the theoretical maximum amount of product (1.0 means a 100% yield; for example, 0.34 means a 34% yield). (1) The reactants are [CH2:1]([O:8][C@H:9]([C@@H:11]([N:14]1[C:18](=[O:19])[N:17]([C:20]2[CH:25]=[CH:24][C:23]([N:26]3[CH2:31][CH2:30][N:29]([C:32]4[CH:37]=[CH:36][C:35]([OH:38])=[CH:34][CH:33]=4)[CH2:28][CH2:27]3)=[CH:22][CH:21]=2)[CH:16]=[N:15]1)[CH2:12][CH3:13])[CH3:10])[C:2]1[CH:7]=[CH:6][CH:5]=[CH:4][CH:3]=1.CS(C)=O.[OH-].[Na+].[N:45]1([CH2:50][C@@:51]2([C:68]3[CH:73]=[CH:72][C:71]([F:74])=[CH:70][C:69]=3[F:75])[O:55][CH2:54][C@@H:53]([CH2:56]OS(C3C=CC(C)=CC=3)(=O)=O)[CH2:52]2)[CH:49]=[N:48][CH:47]=[N:46]1. The catalyst is C(O)(C)C.O. The product is [N:45]1([CH2:50][C@@:51]2([C:68]3[CH:73]=[CH:72][C:71]([F:74])=[CH:70][C:69]=3[F:75])[O:55][CH2:54][C@@H:53]([CH2:56][O:38][C:35]3[CH:36]=[CH:37][C:32]([N:29]4[CH2:28][CH2:27][N:26]([C:23]5[CH:24]=[CH:25][C:20]([N:17]6[C:18](=[O:19])[N:14]([C@@H:11]([CH2:12][CH3:13])[C@@H:9]([O:8][CH2:1][C:2]7[CH:3]=[CH:4][CH:5]=[CH:6][CH:7]=7)[CH3:10])[N:15]=[CH:16]6)=[CH:21][CH:22]=5)[CH2:31][CH2:30]4)=[CH:33][CH:34]=3)[CH2:52]2)[CH:49]=[N:48][CH:47]=[N:46]1. The yield is 0.980. (2) The reactants are C1(P(C2C=CC=CC=2)C2C=CC=CC=2)C=CC=CC=1.[I:20]I.N1C=CN=C1.[CH3:27][O:28][C:29](=[O:37])[CH2:30][O:31][CH2:32][C:33]#[C:34][CH2:35]O. The catalyst is C(Cl)Cl. The product is [CH3:27][O:28][C:29](=[O:37])[CH2:30][O:31][CH2:32][C:33]#[C:34][CH2:35][I:20]. The yield is 0.390. (3) The reactants are [Br:1][C:2]1[CH:7]=[CH:6][C:5]([C:8]2[C:17](=O)[C:16]3[C:11](=[CH:12][C:13]([OH:20])=[C:14]([Cl:19])[CH:15]=3)[O:10][CH:9]=2)=[CH:4][CH:3]=1.[CH3:21][NH:22][NH2:23]. No catalyst specified. The product is [Br:1][C:2]1[CH:7]=[CH:6][C:5]([C:8]2[C:17]([C:16]3[CH:15]=[C:14]([Cl:19])[C:13]([OH:20])=[CH:12][C:11]=3[OH:10])=[N:23][N:22]([CH3:21])[CH:9]=2)=[CH:4][CH:3]=1. The yield is 0.730.